From a dataset of Full USPTO retrosynthesis dataset with 1.9M reactions from patents (1976-2016). Predict the reactants needed to synthesize the given product. (1) Given the product [F:26][C:4]1[CH:3]=[C:2]([NH:28][CH2:29][CH2:30][C:31]([O:33][C:34]([CH3:37])([CH3:36])[CH3:35])=[O:32])[CH:7]=[CH:6][C:5]=1[C:8]1[S:9][C:10]2[C:15]([N:16]=1)=[CH:14][CH:13]=[C:12]([C:17]1([C:20]3[CH:25]=[CH:24][CH:23]=[CH:22][CH:21]=3)[CH2:19][CH2:18]1)[N:11]=2, predict the reactants needed to synthesize it. The reactants are: Br[C:2]1[CH:7]=[CH:6][C:5]([C:8]2[S:9][C:10]3[C:15]([N:16]=2)=[CH:14][CH:13]=[C:12]([C:17]2([C:20]4[CH:25]=[CH:24][CH:23]=[CH:22][CH:21]=4)[CH2:19][CH2:18]2)[N:11]=3)=[C:4]([F:26])[CH:3]=1.Cl.[NH2:28][CH2:29][CH2:30][C:31]([O:33][C:34]([CH3:37])([CH3:36])[CH3:35])=[O:32].CC1(C)C2C(=C(P(C3C=CC=CC=3)C3C=CC=CC=3)C=CC=2)OC2C(P(C3C=CC=CC=3)C3C=CC=CC=3)=CC=CC1=2.CC(C)([O-])C.[Na+]. (2) Given the product [CH2:20]([O:14][C:13](=[O:15])[C@@H:12]1[CH2:16][C:17](=[O:19])[CH2:18][N:11]1[C:1]([O:3][CH2:4][C:5]1[CH:6]=[CH:7][CH:8]=[CH:9][CH:10]=1)=[O:2])[CH3:21], predict the reactants needed to synthesize it. The reactants are: [C:1]([N:11]1[CH2:18][C@H:17]([OH:19])[CH2:16][C@H:12]1[C:13]([OH:15])=[O:14])([O:3][CH2:4][C:5]1[CH:10]=[CH:9][CH:8]=[CH:7][CH:6]=1)=[O:2].[CH3:20][C:21](C)=O.OS(O)(=O)=O.O=[Cr](=O)=O.C(Cl)Cl.C(N1CC(=O)C[C@H]1C(O)=O)(OCC1C=CC=CC=1)=O. (3) The reactants are: CC(C[AlH]CC(C)C)C.ClCCl.[CH2:13]([O:19][C:20]1[C:25]([CH:26]([CH3:28])[CH3:27])=[CH:24][C:23]([CH:29]([CH3:31])[CH3:30])=[CH:22][C:21]=1/[C:32](/[CH3:36])=[CH:33]\[C:34]#N)[CH2:14][CH2:15][CH2:16][CH2:17][CH3:18].C(C(C(C([O-])=O)O)O)([O-])=[O:38].[K+].[Na+]. Given the product [CH2:13]([O:19][C:20]1[C:25]([CH:26]([CH3:28])[CH3:27])=[CH:24][C:23]([CH:29]([CH3:31])[CH3:30])=[CH:22][C:21]=1/[C:32](/[CH3:36])=[CH:33]\[CH:34]=[O:38])[CH2:14][CH2:15][CH2:16][CH2:17][CH3:18], predict the reactants needed to synthesize it. (4) Given the product [CH2:25]([C:27]1[CH:32]=[CH:31][C:30]([C@H:33]2[CH2:38][C@@H:37]([CH:39]([CH3:41])[CH3:40])[N:36]3[N:42]=[CH:43][C:44]([C:45]([OH:47])=[O:46])=[C:35]3[NH:34]2)=[CH:29][CH:28]=1)[CH3:26], predict the reactants needed to synthesize it. The reactants are: C(C1C=CC([C@H]2C[C@@H](C(F)(F)F)N3N=CC(C(O)=O)=C3N2)=CC=1)C.[CH2:25]([C:27]1[CH:32]=[CH:31][C:30]([C@H:33]2[CH2:38][C@@H:37]([CH:39]([CH3:41])[CH3:40])[N:36]3[N:42]=[CH:43][C:44]([C:45]([O:47]CC)=[O:46])=[C:35]3[NH:34]2)=[CH:29][CH:28]=1)[CH3:26].[OH-].[K+]. (5) Given the product [OH:23][CH2:22][CH:21]([N:10]1[C:7]2[CH2:8][CH2:9][N:4]([C:1](=[O:3])[CH3:2])[CH2:5][C:6]=2[C:12]([NH:13][C:14]2[CH:15]=[C:16]([CH3:20])[CH:17]=[CH:18][CH:19]=2)=[N:11]1)[CH3:27], predict the reactants needed to synthesize it. The reactants are: [C:1]([N:4]1[CH2:9][CH2:8][C:7]2[N:10]([CH:21]([CH3:27])[C:22](OCC)=[O:23])[N:11]=[C:12]([NH:13][C:14]3[CH:15]=[C:16]([CH3:20])[CH:17]=[CH:18][CH:19]=3)[C:6]=2[CH2:5]1)(=[O:3])[CH3:2].[BH4-].[Na+]. (6) Given the product [C:20]([C:17]1[CH:16]=[CH:15][C:14]([CH2:13][O:8][C:5]2[CH:6]=[CH:7][C:2]([Cl:1])=[C:3]([N+:9]([O-:11])=[O:10])[CH:4]=2)=[CH:19][CH:18]=1)([CH3:23])([CH3:21])[CH3:22], predict the reactants needed to synthesize it. The reactants are: [Cl:1][C:2]1[CH:7]=[CH:6][C:5]([OH:8])=[CH:4][C:3]=1[N+:9]([O-:11])=[O:10].Br[CH2:13][C:14]1[CH:19]=[CH:18][C:17]([C:20]([CH3:23])([CH3:22])[CH3:21])=[CH:16][CH:15]=1. (7) Given the product [N:1]1([CH:6]2[CH2:11][CH2:10][N:9]([S:12]([NH2:15])(=[O:14])=[O:13])[CH2:8][CH2:7]2)[CH2:5][CH2:4][CH2:3][CH2:2]1, predict the reactants needed to synthesize it. The reactants are: [N:1]1([CH:6]2[CH2:11][CH2:10][NH:9][CH2:8][CH2:7]2)[CH2:5][CH2:4][CH2:3][CH2:2]1.[S:12](N)([NH2:15])(=[O:14])=[O:13]. (8) The reactants are: [Br:1][C:2]1[C:8]([C:9]([F:12])([F:11])[F:10])=[CH:7][C:5]([NH2:6])=[CH:4][C:3]=1[Cl:13].ClCCl.[C:17](N1C=CN=C1)(N1C=CN=C1)=[S:18]. Given the product [Br:1][C:2]1[C:8]([C:9]([F:10])([F:11])[F:12])=[CH:7][C:5]([N:6]=[C:17]=[S:18])=[CH:4][C:3]=1[Cl:13], predict the reactants needed to synthesize it.